From a dataset of Forward reaction prediction with 1.9M reactions from USPTO patents (1976-2016). Predict the product of the given reaction. (1) Given the reactants [NH:1]1[C:9]2[C:4](=[CH:5][CH:6]=[CH:7][CH:8]=2)[C:3]([CH2:10][CH2:11][CH2:12][CH2:13][OH:14])=[CH:2]1.[S:15](Cl)([C:18]1[CH:24]=[CH:23][C:21]([CH3:22])=[CH:20][CH:19]=1)(=[O:17])=[O:16], predict the reaction product. The product is: [CH3:22][C:21]1[CH:23]=[CH:24][C:18]([S:15]([O:14][CH2:13][CH2:12][CH2:11][CH2:10][C:3]2[C:4]3[C:9](=[CH:8][CH:7]=[CH:6][CH:5]=3)[NH:1][CH:2]=2)(=[O:17])=[O:16])=[CH:19][CH:20]=1. (2) Given the reactants [CH:1]1([N:4]2[C:8]([C:9]([N:11]3[CH2:16][CH2:15][CH:14]([N:17]4[CH2:21][CH2:20][CH2:19][CH2:18]4)[CH2:13][CH2:12]3)=[O:10])=[C:7](I)[N:6]=[C:5]2[C:23]2[CH:28]=[CH:27][CH:26]=[C:25]([C:29]([F:32])([F:31])[F:30])[CH:24]=2)[CH2:3][CH2:2]1.[N:33]1[CH:38]=[CH:37][C:36](B(O)O)=[CH:35][CH:34]=1, predict the reaction product. The product is: [CH:1]1([N:4]2[C:8]([C:9]([N:11]3[CH2:16][CH2:15][CH:14]([N:17]4[CH2:21][CH2:20][CH2:19][CH2:18]4)[CH2:13][CH2:12]3)=[O:10])=[C:7]([C:36]3[CH:37]=[CH:38][N:33]=[CH:34][CH:35]=3)[N:6]=[C:5]2[C:23]2[CH:28]=[CH:27][CH:26]=[C:25]([C:29]([F:32])([F:31])[F:30])[CH:24]=2)[CH2:3][CH2:2]1.